From a dataset of Reaction yield outcomes from USPTO patents with 853,638 reactions. Predict the reaction yield, written as a fraction of the theoretical maximum amount of product (1.0 means a 100% yield; for example, 0.34 means a 34% yield). The reactants are [Cl:1][C:2]1[CH:7]=[CH:6][C:5]([OH:8])=[CH:4][C:3]=1[F:9].C(=O)([O-])[O-].[Cs+].[Cs+].Br[CH2:17][C:18]([O:20][CH2:21][CH3:22])=[O:19]. The catalyst is C(#N)C. The product is [CH2:21]([O:20][C:18](=[O:19])[CH2:17][O:8][C:5]1[CH:6]=[CH:7][C:2]([Cl:1])=[C:3]([F:9])[CH:4]=1)[CH3:22]. The yield is 1.00.